This data is from Reaction yield outcomes from USPTO patents with 853,638 reactions. The task is: Predict the reaction yield, written as a fraction of the theoretical maximum amount of product (1.0 means a 100% yield; for example, 0.34 means a 34% yield). (1) The reactants are [C:1]([O:5][C:6]([NH:8][C:9]1[N:14]=[CH:13][C:12](B(O)O)=[CH:11][CH:10]=1)=[O:7])([CH3:4])([CH3:3])[CH3:2].Cl[C:19]1[C:28]([N:29]([CH:31]([CH3:33])[CH3:32])[CH3:30])=[N:27][C:26]2[C:21](=[CH:22][CH:23]=[C:24]([C:34]([O:36][CH3:37])=[O:35])[CH:25]=2)[N:20]=1.[O-]P([O-])([O-])=O.[K+].[K+].[K+]. The catalyst is O1CCOCC1.O.C1C=CC([P]([Pd]([P](C2C=CC=CC=2)(C2C=CC=CC=2)C2C=CC=CC=2)([P](C2C=CC=CC=2)(C2C=CC=CC=2)C2C=CC=CC=2)[P](C2C=CC=CC=2)(C2C=CC=CC=2)C2C=CC=CC=2)(C2C=CC=CC=2)C2C=CC=CC=2)=CC=1. The product is [C:1]([O:5][C:6]([NH:8][C:9]1[N:14]=[CH:13][C:12]([C:19]2[C:28]([N:29]([CH:31]([CH3:33])[CH3:32])[CH3:30])=[N:27][C:26]3[C:21](=[CH:22][CH:23]=[C:24]([C:34]([O:36][CH3:37])=[O:35])[CH:25]=3)[N:20]=2)=[CH:11][CH:10]=1)=[O:7])([CH3:4])([CH3:3])[CH3:2]. The yield is 0.800. (2) The reactants are [F:1][C:2]([F:18])([F:17])[C:3]([NH:5][CH2:6][CH2:7][C:8]1[CH:13]=[CH:12][C:11]([N+:14]([O-:16])=[O:15])=[CH:10][CH:9]=1)=[O:4].S(=O)(=O)(O)O.[CH2:24]=O. The catalyst is CC(O)=O. The product is [N+:14]([C:11]1[CH:12]=[C:13]2[C:8]([CH2:7][CH2:6][N:5]([C:3](=[O:4])[C:2]([F:17])([F:18])[F:1])[CH2:24]2)=[CH:9][CH:10]=1)([O-:16])=[O:15]. The yield is 0.660.